The task is: Predict which catalyst facilitates the given reaction.. This data is from Catalyst prediction with 721,799 reactions and 888 catalyst types from USPTO. Reactant: [NH2:1][C@H:2](C(N)=O)[CH2:3][C:4]1C=CC(O)=C[CH:5]=1.Cl.C([N:17]([CH2:20]C)[CH2:18][CH3:19])C.FC(F)(F)C(OC1C(F)=C(F)C(F)=C(F)C=1F)=O. Product: [N:17]1[C:18]2[CH:19]=[CH:5][CH:4]=[CH:3][C:2]=2[NH:1][CH:20]=1. The catalyst class is: 4.